This data is from Peptide-MHC class I binding affinity with 185,985 pairs from IEDB/IMGT. The task is: Regression. Given a peptide amino acid sequence and an MHC pseudo amino acid sequence, predict their binding affinity value. This is MHC class I binding data. (1) The peptide sequence is VHTQFALL. The MHC is H-2-Db with pseudo-sequence H-2-Db. The binding affinity (normalized) is 0. (2) The peptide sequence is YQKVGMQKY. The MHC is HLA-B58:01 with pseudo-sequence HLA-B58:01. The binding affinity (normalized) is 0.0847. (3) The peptide sequence is QIYPGIKVR. The MHC is HLA-B40:01 with pseudo-sequence HLA-B40:01. The binding affinity (normalized) is 0. (4) The peptide sequence is IIITVGMLIY. The MHC is HLA-A03:01 with pseudo-sequence HLA-A03:01. The binding affinity (normalized) is 0.448. (5) The peptide sequence is YFARRFKYL. The MHC is HLA-B46:01 with pseudo-sequence HLA-B46:01. The binding affinity (normalized) is 0.0847. (6) The peptide sequence is RYIIILAV. The MHC is H-2-Kb with pseudo-sequence H-2-Kb. The binding affinity (normalized) is 0.341.